From a dataset of Catalyst prediction with 721,799 reactions and 888 catalyst types from USPTO. Predict which catalyst facilitates the given reaction. (1) Reactant: S(=O)(=O)(O)O.[NH2:6][C:7]1[CH:25]=[CH:24][C:23]([Br:26])=[CH:22][C:8]=1[C:9]([NH:11][CH2:12][C:13]1[CH:18]=[CH:17][C:16]([O:19][CH3:20])=[C:15]([Cl:21])[CH:14]=1)=[O:10].[C:27]1(=O)[CH2:31][CH2:30][CH2:29][CH2:28]1.[BH4-].[Na+].C(=O)(O)[O-].[Na+]. Product: [ClH:21].[Br:26][C:23]1[CH:24]=[CH:25][C:7]([NH:6][CH:27]2[CH2:31][CH2:30][CH2:29][CH2:28]2)=[C:8]([CH:22]=1)[C:9]([NH:11][CH2:12][C:13]1[CH:18]=[CH:17][C:16]([O:19][CH3:20])=[C:15]([Cl:21])[CH:14]=1)=[O:10]. The catalyst class is: 30. (2) Reactant: [C:1]([O:5][C:6](=[O:35])[NH:7][S:8](=[O:34])(=[O:33])[NH:9][CH2:10][CH2:11][O:12][NH:13][C:14]([C@@H:16]1[CH2:22][CH2:21][C@@H:20]2[CH2:23][N:17]1[C:18](=[O:32])[N:19]2[O:24]CC1C=CC=CC=1)=[O:15])([CH3:4])([CH3:3])[CH3:2]. Product: [C:1]([O:5][C:6](=[O:35])[NH:7][S:8](=[O:33])(=[O:34])[NH:9][CH2:10][CH2:11][O:12][NH:13][C:14]([C@@H:16]1[CH2:22][CH2:21][C@@H:20]2[CH2:23][N:17]1[C:18](=[O:32])[N:19]2[OH:24])=[O:15])([CH3:4])([CH3:2])[CH3:3]. The catalyst class is: 19.